Dataset: Full USPTO retrosynthesis dataset with 1.9M reactions from patents (1976-2016). Task: Predict the reactants needed to synthesize the given product. (1) Given the product [CH:32]1([CH2:31][CH2:30][O:29][C:25]2[CH:24]=[C:23]([CH:28]=[CH:27][CH:26]=2)[C:22]([N:19]2[CH2:20][CH2:21][N:16]([C:14]([NH:13][C:11]3[CH:12]=[C:7]([O:6][CH2:5][C:4]([OH:39])=[O:3])[CH:8]=[N:9][CH:10]=3)=[O:15])[CH2:17][CH2:18]2)=[O:38])[CH2:37][CH2:36][CH2:35][CH2:34][CH2:33]1, predict the reactants needed to synthesize it. The reactants are: C([O:3][C:4](=[O:39])[CH2:5][O:6][C:7]1[CH:8]=[N:9][CH:10]=[C:11]([NH:13][C:14]([N:16]2[CH2:21][CH2:20][N:19]([C:22](=[O:38])[C:23]3[CH:28]=[CH:27][CH:26]=[C:25]([O:29][CH2:30][CH2:31][CH:32]4[CH2:37][CH2:36][CH2:35][CH2:34][CH2:33]4)[CH:24]=3)[CH2:18][CH2:17]2)=[O:15])[CH:12]=1)C.CO.[OH-].[Na+]. (2) Given the product [CH:19]([N:18]1[C:14]([C:12]2[N:13]=[C:6]3[N:7]([CH2:8][CH2:9][O:10][C:4]4[CH:3]=[C:2]([N:24]5[CH2:29][CH2:28][CH2:27][CH2:26][CH:25]5[C:30]([OH:32])=[O:31])[CH:23]=[CH:22][C:5]=43)[CH:11]=2)=[N:15][CH:16]=[N:17]1)([CH3:21])[CH3:20], predict the reactants needed to synthesize it. The reactants are: Br[C:2]1[CH:23]=[CH:22][C:5]2[C:6]3[N:7]([CH:11]=[C:12]([C:14]4[N:18]([CH:19]([CH3:21])[CH3:20])[N:17]=[CH:16][N:15]=4)[N:13]=3)[CH2:8][CH2:9][O:10][C:4]=2[CH:3]=1.[N:24]1[CH:29]=[CH:28][CH:27]=[CH:26][C:25]=1[C:30]([O:32]C)=[O:31].O[C@H]1CN[C@H](C(O)=O)C1.P([O-])([O-])([O-])=O.[K+].[K+].[K+]. (3) Given the product [F:1][C:2]1[CH:3]=[CH:4][C:5]([C:8]2[CH:13]=[C:12]([CH:14]([CH3:16])[CH3:15])[N:11]=[C:10]([N:17]([CH3:18])[S:27]([CH3:26])(=[O:29])=[O:28])[N:9]=2)=[CH:6][CH:7]=1, predict the reactants needed to synthesize it. The reactants are: [F:1][C:2]1[CH:7]=[CH:6][C:5]([C:8]2[CH:13]=[C:12]([CH:14]([CH3:16])[CH3:15])[N:11]=[C:10]([NH:17][CH3:18])[N:9]=2)=[CH:4][CH:3]=1.CCN(CC)CC.[CH3:26][S:27](Cl)(=[O:29])=[O:28]. (4) Given the product [NH2:1][C:2]1[C:7]([C:8]#[N:9])=[C:6]([N:10]2[CH2:15][CH2:14][CH:13]([C:16]3[N:17]([CH2:32][CH2:44][N:40]4[CH2:43][CH2:42][CH2:41]4)[CH:18]=[C:19]([C:21]4[CH:26]=[CH:25][C:24]([F:27])=[C:23]([C:28]([F:31])([F:30])[F:29])[CH:22]=4)[N:20]=3)[CH2:12][CH2:11]2)[N:5]=[CH:4][N:3]=1, predict the reactants needed to synthesize it. The reactants are: [NH2:1][C:2]1[C:7]([C:8]#[N:9])=[C:6]([N:10]2[CH2:15][CH2:14][CH:13]([C:16]3[N:17]([CH3:32])[CH:18]=[C:19]([C:21]4[CH:26]=[CH:25][C:24]([F:27])=[C:23]([C:28]([F:31])([F:30])[F:29])[CH:22]=4)[N:20]=3)[CH2:12][CH2:11]2)[N:5]=[CH:4][N:3]=1.FC(F)(F)C(O)=O.[N:40]1([CH2:44]CN2C=C(C3C=CC(F)=C(C(F)(F)F)C=3)N=C2C2CCNCC2)[CH2:43][CH2:42][CH2:41]1. (5) Given the product [C:10]([O:9][C:7]([N:4]1[CH2:5][CH2:6][C@@:2]([F:1])([C:14]([OH:16])=[O:15])[CH2:3]1)=[O:8])([CH3:13])([CH3:11])[CH3:12], predict the reactants needed to synthesize it. The reactants are: [F:1][C@@:2]1([C:14]([O:16]C)=[O:15])[CH2:6][CH2:5][N:4]([C:7]([O:9][C:10]([CH3:13])([CH3:12])[CH3:11])=[O:8])[CH2:3]1.[OH-].[Na+]. (6) Given the product [CH3:1][O:2][C:3]1[CH:8]([CH2:19][CH:20]=[C:21]([CH3:23])[CH3:22])[C:7]([O:9][CH3:10])=[CH:6][CH2:5][CH:4]=1, predict the reactants needed to synthesize it. The reactants are: [CH3:1][O:2][C:3]1[CH2:8][C:7]([O:9][CH3:10])=[CH:6][CH2:5][CH:4]=1.C([Li])(C)(C)C.[I-].[Ba+2].[I-].[CH2:19](Cl)[CH:20]=[C:21]([CH3:23])[CH3:22]. (7) The reactants are: COC1C=CC(N2CCN(CCC3C=CC=CC=3)CC2)=CC=1C.[F:24][C:25]1[CH:30]=[C:29]([O:31]C)[CH:28]=[CH:27][C:26]=1[N:33]1[CH2:38][CH2:37][N:36]([CH2:39][CH2:40][C:41]2[CH:46]=[CH:45][CH:44]=[CH:43][CH:42]=2)[CH2:35][CH2:34]1. Given the product [F:24][C:25]1[CH:30]=[C:29]([OH:31])[CH:28]=[CH:27][C:26]=1[N:33]1[CH2:38][CH2:37][N:36]([CH2:39][CH2:40][C:41]2[CH:42]=[CH:43][CH:44]=[CH:45][CH:46]=2)[CH2:35][CH2:34]1, predict the reactants needed to synthesize it.